Dataset: Full USPTO retrosynthesis dataset with 1.9M reactions from patents (1976-2016). Task: Predict the reactants needed to synthesize the given product. (1) Given the product [CH2:19]([N:15]([CH2:16][CH2:17][CH3:18])[C:13]1[CH:12]=[CH:11][N:10]=[C:9]([NH2:8])[CH:14]=1)[CH2:20][CH3:21], predict the reactants needed to synthesize it. The reactants are: C1(C(C2C=CC=CC=2)=[N:8][C:9]2[CH:14]=[C:13]([N:15]([CH2:19][CH2:20][CH3:21])[CH2:16][CH2:17][CH3:18])[CH:12]=[CH:11][N:10]=2)C=CC=CC=1.C([O-])(=O)C.[Na+].Cl.NO. (2) The reactants are: [CH2:1]([O:4][C:5](=[O:41])[C@@H:6]([NH:33][C:34]([O:36][C:37]([CH3:40])([CH3:39])[CH3:38])=[O:35])[CH2:7][C:8]1[CH:32]=[CH:31][C:11]([O:12][C:13]([NH:15][C@H:16]([C:28](O)=[O:29])[CH2:17][CH2:18][CH2:19][NH:20][C:21]([O:23][C:24]([CH3:27])([CH3:26])[CH3:25])=[O:22])=[O:14])=[CH:10][CH:9]=1)[CH:2]=[CH2:3].[C:42]([S:61][CH2:62][C@@H:63]([C:65]([NH2:67])=[O:66])[NH2:64])([C:55]1[CH:60]=[CH:59][CH:58]=[CH:57][CH:56]=1)([C:49]1[CH:54]=[CH:53][CH:52]=[CH:51][CH:50]=1)[C:43]1[CH:48]=[CH:47][CH:46]=[CH:45][CH:44]=1.C(N(CC)C(C)C)(C)C.CN(C(ON1N=NC2C=CC=NC1=2)=[N+](C)C)C.F[P-](F)(F)(F)(F)F. Given the product [CH2:1]([O:4][C:5](=[O:41])[C@@H:6]([NH:33][C:34]([O:36][C:37]([CH3:40])([CH3:39])[CH3:38])=[O:35])[CH2:7][C:8]1[CH:9]=[CH:10][C:11]([O:12][C:13]([NH:15][C@H:16]([C:28]([NH:64][C@H:63]([C:65]([NH2:67])=[O:66])[CH2:62][S:61][C:42]([C:49]2[CH:54]=[CH:53][CH:52]=[CH:51][CH:50]=2)([C:55]2[CH:56]=[CH:57][CH:58]=[CH:59][CH:60]=2)[C:43]2[CH:44]=[CH:45][CH:46]=[CH:47][CH:48]=2)=[O:29])[CH2:17][CH2:18][CH2:19][NH:20][C:21]([O:23][C:24]([CH3:27])([CH3:26])[CH3:25])=[O:22])=[O:14])=[CH:31][CH:32]=1)[CH:2]=[CH2:3], predict the reactants needed to synthesize it. (3) The reactants are: [F:1][C:2]1([C:18]2[CH:23]=[CH:22][CH:21]=[C:20]([O:24][C:25]([F:28])([F:27])[F:26])[CH:19]=2)[CH2:5][C:4]2([CH2:10][CH2:9][N:8](C(OC(C)(C)C)=O)[CH2:7][CH2:6]2)[CH2:3]1.[ClH:29].O1CCOCC1. Given the product [ClH:29].[F:1][C:2]1([C:18]2[CH:23]=[CH:22][CH:21]=[C:20]([O:24][C:25]([F:26])([F:27])[F:28])[CH:19]=2)[CH2:5][C:4]2([CH2:6][CH2:7][NH:8][CH2:9][CH2:10]2)[CH2:3]1, predict the reactants needed to synthesize it. (4) Given the product [CH2:1]([O:3][C:4]1[C:16]([CH:17]([CH3:18])[CH3:19])=[CH:15][CH:14]=[CH:13][C:5]=1[CH2:6][N:7]([CH3:12])[C:8](=[O:11])/[CH:9]=[CH:10]/[C:30]1[CH:50]=[N:49][C:33]2[NH:34][C:35](=[O:48])[CH2:36][N:37]([CH2:39][C:40]3[CH:45]=[CH:44][C:43]([O:46][CH3:47])=[CH:42][CH:41]=3)[CH2:38][C:32]=2[CH:31]=1)[CH3:2], predict the reactants needed to synthesize it. The reactants are: [CH2:1]([O:3][C:4]1[C:16]([CH:17]([CH3:19])[CH3:18])=[CH:15][CH:14]=[CH:13][C:5]=1[CH2:6][N:7]([CH3:12])[C:8](=[O:11])[CH:9]=[CH2:10])[CH3:2].C(N(C(C)C)CC)(C)C.Br[C:30]1[CH:50]=[N:49][C:33]2[NH:34][C:35](=[O:48])[CH2:36][N:37]([CH2:39][C:40]3[CH:45]=[CH:44][C:43]([O:46][CH3:47])=[CH:42][CH:41]=3)[CH2:38][C:32]=2[CH:31]=1.CC1C=CC=CC=1P(C1C=CC=CC=1C)C1C=CC=CC=1C. (5) Given the product [CH3:16][N:8]([CH2:7][C@H:3]1[CH2:4][CH2:5][CH2:6][NH:1][CH2:2]1)[C:9](=[O:15])[O:10][C:11]([CH3:12])([CH3:14])[CH3:13], predict the reactants needed to synthesize it. The reactants are: [NH:1]1[CH2:6][CH2:5][CH2:4][C@H:3]([CH2:7][NH:8][C:9](=[O:15])[O:10][C:11]([CH3:14])([CH3:13])[CH3:12])[CH2:2]1.[CH3:16]N(C[C@H]1CCCN1)C(=O)OC(C)(C)C. (6) The reactants are: [CH:1]([CH:3]1[C:15]2[CH:14]=[C:13]([NH:16][C:17]([O:19][C:20]([CH3:23])([CH3:22])[CH3:21])=[O:18])[CH:12]=[CH:11][C:10]=2[C:9]2[C:4]1=[CH:5][C:6]([NH:24][C:25]([O:27][C:28]([CH3:31])([CH3:30])[CH3:29])=[O:26])=[CH:7][CH:8]=2)=[O:2].[BH4-].[Na+].C(O)(=O)C. Given the product [OH:2][CH2:1][CH:3]1[C:15]2[CH:14]=[C:13]([NH:16][C:17]([O:19][C:20]([CH3:21])([CH3:22])[CH3:23])=[O:18])[CH:12]=[CH:11][C:10]=2[C:9]2[C:4]1=[CH:5][C:6]([NH:24][C:25]([O:27][C:28]([CH3:31])([CH3:30])[CH3:29])=[O:26])=[CH:7][CH:8]=2, predict the reactants needed to synthesize it. (7) Given the product [Br:1][C:2]1[CH:3]=[CH:4][CH:5]=[C:6](/[CH:8]=[CH:20]/[C:19]2[CH:22]=[CH:23][CH:24]=[CH:25][C:18]=2[F:17])[N:7]=1, predict the reactants needed to synthesize it. The reactants are: [Br:1][C:2]1[N:7]=[C:6]([CH2:8]P(=O)(OCC)OCC)[CH:5]=[CH:4][CH:3]=1.[F:17][C:18]1[CH:25]=[CH:24][CH:23]=[CH:22][C:19]=1[CH:20]=O.CC(C)([O-])C.[K+].